Dataset: Experimentally validated miRNA-target interactions with 360,000+ pairs, plus equal number of negative samples. Task: Binary Classification. Given a miRNA mature sequence and a target amino acid sequence, predict their likelihood of interaction. (1) The miRNA is rno-miR-140-3p with sequence UACCACAGGGUAGAACCACGG. The protein sequence of the target gene is MEALGSGHYVGGSIRSMAAAALSGLAVRLSRPQGTRGSYGAFCKTLTRTLLTFFDLAWRLRKNFFYFYILASVILNVHLQVYI. Result: 0 (no interaction). (2) The miRNA is hsa-miR-484 with sequence UCAGGCUCAGUCCCCUCCCGAU. The protein sequence of the target gene is MKPLVVFVLGGPGAGKGTQCARIVEKYGYTHLSAGELLRDERKNPDSQYGELIEKYIKEGKIVPVEITISLLKREMDQTMAANAQKNKFLIDGFPRNQDNLQGWNKTMDGKADVSFVLFFDCNNEICIERCLERGKSSGRSDDNRESLEKRIQTYLQSTKPIIDLYEEMGKVKKIDASKSVDEVFDEVVQIFDKEG. Result: 1 (interaction).